This data is from Forward reaction prediction with 1.9M reactions from USPTO patents (1976-2016). The task is: Predict the product of the given reaction. (1) Given the reactants [OH:1][C:2]1[N:6]([C:7]2[CH:12]=[C:11]([C:13]#[N:14])[CH:10]=[CH:9][N:8]=2)[N:5]=[CH:4][CH:3]=1.[Cl:15][C:16]1[CH:21]=[CH:20][C:19]([CH2:22]O)=[C:18]([O:24][CH2:25][CH:26]([CH3:28])[CH3:27])[CH:17]=1, predict the reaction product. The product is: [Cl:15][C:16]1[CH:21]=[CH:20][C:19]([CH2:22][O:1][C:2]2[N:6]([C:7]3[CH:12]=[C:11]([C:13]#[N:14])[CH:10]=[CH:9][N:8]=3)[N:5]=[CH:4][CH:3]=2)=[C:18]([O:24][CH2:25][CH:26]([CH3:28])[CH3:27])[CH:17]=1. (2) The product is: [CH3:1][CH2:2][C:3]1[CH:8]=[CH:7][C:6]([C:9]([CH:11]([CH2:13][N:14]2[CH2:19][CH2:18][CH2:17][CH2:16][CH2:15]2)[CH3:12])=[O:10])=[CH:5][CH:4]=1.[C:20]([O-:27])(=[O:26])[CH2:21][CH2:22][C:23]([O-:25])=[O:24]. Given the reactants [CH3:1][CH2:2][C:3]1[CH:4]=[CH:5][C:6]([C:9]([CH:11]([CH2:13][N:14]2[CH2:19][CH2:18][CH2:17][CH2:16][CH2:15]2)[CH3:12])=[O:10])=[CH:7][CH:8]=1.[C:20]([OH:27])(=[O:26])[CH2:21][CH2:22][C:23]([OH:25])=[O:24].O1CCCC1, predict the reaction product. (3) Given the reactants Br[C:2]1[C:3]([CH3:17])=[CH:4][C:5]2[C:10]([CH3:12])([CH3:11])[O:9][C:8](=[O:13])[N:7]([CH2:14][CH3:15])[C:6]=2[CH:16]=1.[F:18][C:19]([F:33])([F:32])[O:20][C:21]1[CH:26]=[CH:25][C:24]([CH:27]=[O:28])=[CH:23][C:22]=1B(O)O.C1(C)C=CC=CC=1.C([O-])([O-])=O.[K+].[K+], predict the reaction product. The product is: [CH2:14]([N:7]1[C:6]2[CH:16]=[C:2]([C:26]3[CH:25]=[C:24]([CH:23]=[CH:22][C:21]=3[O:20][C:19]([F:18])([F:32])[F:33])[CH:27]=[O:28])[C:3]([CH3:17])=[CH:4][C:5]=2[C:10]([CH3:12])([CH3:11])[O:9][C:8]1=[O:13])[CH3:15]. (4) Given the reactants C(O)(=O)C.[NH2:5][CH2:6][C@@H:7]([C:9]1[CH:10]=[CH:11][C:12]([OH:20])=[C:13]([NH:15][S:16]([CH3:19])(=[O:18])=[O:17])[CH:14]=1)[OH:8].O=[C:22]1[CH2:27][CH2:26][N:25]([C:28]2[CH:41]=[CH:40][C:31]([CH2:32][N:33]3[C:37](=[O:38])[NH:36][C:35](=[O:39])[O:34]3)=[CH:30][CH:29]=2)[CH2:24][CH2:23]1.C(O[BH-](OC(=O)C)OC(=O)C)(=O)C.[Na+], predict the reaction product. The product is: [O:38]=[C:37]1[NH:36][C:35](=[O:39])[O:34][N:33]1[CH2:32][C:31]1[CH:30]=[CH:29][C:28]([N:25]2[CH2:26][CH2:27][CH:22]([NH:5][CH2:6][C@@H:7]([C:9]3[CH:10]=[CH:11][C:12]([OH:20])=[C:13]([NH:15][S:16]([CH3:19])(=[O:18])=[O:17])[CH:14]=3)[OH:8])[CH2:23][CH2:24]2)=[CH:41][CH:40]=1. (5) Given the reactants [Br:1][C:2]1[C:3](=[O:9])[NH:4][N:5]=[CH:6][C:7]=1[Br:8].C(=O)([O-])[O-].[K+].[K+].[CH3:16][O:17][C:18]1[CH:25]=[CH:24][C:21]([CH2:22]Cl)=[CH:20][CH:19]=1, predict the reaction product. The product is: [CH3:16][O:17][C:18]1[CH:25]=[CH:24][C:21]([CH2:22][N:4]2[C:3](=[O:9])[C:2]([Br:1])=[C:7]([Br:8])[CH:6]=[N:5]2)=[CH:20][CH:19]=1. (6) Given the reactants [CH3:1][C:2]1[CH:7]=[CH:6][C:5]([S:8]([O:11][CH2:12][CH:13]2[CH2:17][C:16]3[CH:18]=[CH:19][CH:20]=[C:21](Br)[C:15]=3[O:14]2)(=[O:10])=[O:9])=[CH:4][CH:3]=1.[Cl:23][C:24]1[CH:29]=[CH:28][C:27](B(O)O)=[CH:26][CH:25]=1.C(=O)([O-])[O-].[K+].[K+], predict the reaction product. The product is: [CH3:1][C:2]1[CH:7]=[CH:6][C:5]([S:8]([O:11][CH2:12][CH:13]2[CH2:17][C:16]3[CH:18]=[CH:19][CH:20]=[C:21]([C:27]4[CH:28]=[CH:29][C:24]([Cl:23])=[CH:25][CH:26]=4)[C:15]=3[O:14]2)(=[O:10])=[O:9])=[CH:4][CH:3]=1. (7) Given the reactants [NH2:1][CH2:2][CH2:3][NH:4]C(=O)OC(C)(C)C.C(N(CC)CC)C.[F:19][C:20]([F:26])([F:25])[S:21]([Cl:24])(=[O:23])=[O:22].C(OCC)(=O)C, predict the reaction product. The product is: [ClH:24].[NH2:1][CH2:2][CH2:3][NH:4][S:21]([C:20]([F:26])([F:25])[F:19])(=[O:23])=[O:22].